Predict the product of the given reaction. From a dataset of Forward reaction prediction with 1.9M reactions from USPTO patents (1976-2016). (1) Given the reactants Cl.[O:2]1[CH2:6][CH2:5][CH:4]([CH2:7][NH2:8])[CH2:3]1.C(N(CC)CC)C.[C:16]1([C:22]2[CH:38]=[CH:37][CH:36]=[CH:35][C:23]=2[CH2:24][O:25][CH2:26][C:27]2[O:31][N:30]=[C:29]([C:32](O)=[O:33])[CH:28]=2)[CH:21]=[CH:20][CH:19]=[CH:18][CH:17]=1.ON1C2C=CC=CC=2N=N1.Cl.C(N=C=NCCCN(C)C)C.Cl, predict the reaction product. The product is: [O:2]1[CH2:6][CH2:5][CH:4]([CH2:7][NH:8][C:32]([C:29]2[CH:28]=[C:27]([CH2:26][O:25][CH2:24][C:23]3[CH:35]=[CH:36][CH:37]=[CH:38][C:22]=3[C:16]3[CH:21]=[CH:20][CH:19]=[CH:18][CH:17]=3)[O:31][N:30]=2)=[O:33])[CH2:3]1. (2) Given the reactants [CH3:1][NH:2][CH:3]1[C:7]2=[N:8][CH:9]=[CH:10][CH:11]=[C:6]2[CH2:5][CH2:4]1.[CH3:12][N:13]1[CH2:18][CH2:17][N:16]([C:19]2[N:24]3[CH:25]=[C:26]([CH:28]=O)[N:27]=[C:23]3[CH:22]=[CH:21][CH:20]=2)[CH2:15][CH2:14]1, predict the reaction product. The product is: [CH3:1][N:2]([CH2:28][C:26]1[N:27]=[C:23]2[CH:22]=[CH:21][CH:20]=[C:19]([N:16]3[CH2:15][CH2:14][N:13]([CH3:12])[CH2:18][CH2:17]3)[N:24]2[CH:25]=1)[CH:3]1[C:7]2=[N:8][CH:9]=[CH:10][CH:11]=[C:6]2[CH2:5][CH2:4]1. (3) Given the reactants [Cl:1][C:2]1[CH:3]=[C:4]([C:9]2([C:22]([F:25])([F:24])[F:23])[O:13][N:12]=[C:11]([C:14]3[CH:15]=[CH:16][C:17]([CH3:21])=[C:18]([CH:20]=3)[NH2:19])[CH2:10]2)[CH:5]=[C:6]([Cl:8])[CH:7]=1.[Cl-].[C:27]([O:38][CH3:39])(=[O:37])[C:28]1[CH:36]=[CH:35][C:31]([C:32]([O-])=[O:33])=[CH:30][CH:29]=1.C(N(CC)CC)C.C(=O)([O-])O.[Na+], predict the reaction product. The product is: [Cl:1][C:2]1[CH:3]=[C:4]([C:9]2([C:22]([F:23])([F:25])[F:24])[O:13][N:12]=[C:11]([C:14]3[CH:15]=[CH:16][C:17]([CH3:21])=[C:18]([NH:19][C:32](=[O:33])[C:31]4[CH:30]=[CH:29][C:28]([C:27]([O:38][CH3:39])=[O:37])=[CH:36][CH:35]=4)[CH:20]=3)[CH2:10]2)[CH:5]=[C:6]([Cl:8])[CH:7]=1. (4) The product is: [OH:27][CH:25]([CH3:26])[CH2:24][NH:23][C:3]([C:5]1[S:9][C:8]([CH2:10][CH2:11][C:12]2[C:13]([CH2:18][CH2:19][CH2:20][CH3:21])=[N:14][O:15][C:16]=2[CH3:17])=[N:7][C:6]=1[CH3:22])=[O:4]. Given the reactants CO[C:3]([C:5]1[S:9][C:8]([CH2:10][CH2:11][C:12]2[C:13]([CH2:18][CH2:19][CH2:20][CH3:21])=[N:14][O:15][C:16]=2[CH3:17])=[N:7][C:6]=1[CH3:22])=[O:4].[NH2:23][CH2:24][CH:25]([OH:27])[CH3:26], predict the reaction product. (5) The product is: [CH2:44]([O:43][C:39]1[CH:38]=[C:37]([O:36][CH2:32][CH:33]([CH3:35])[CH3:34])[CH:42]=[CH:41][C:40]=1[C:15]([C:11]1[CH:12]=[C:13]2[C:8](=[CH:9][CH:10]=1)[N:7]([CH2:18][CH:19]([CH3:21])[CH3:20])[C:6]([C:4]([O:3][CH2:1][CH3:2])=[O:5])=[CH:14]2)=[O:17])[CH:45]([CH3:47])[CH3:46]. Given the reactants [CH2:1]([O:3][C:4]([C:6]1[N:7]([CH2:18][CH:19]([CH3:21])[CH3:20])[C:8]2[C:13]([CH:14]=1)=[CH:12][C:11]([C:15]([OH:17])=O)=[CH:10][CH:9]=2)=[O:5])[CH3:2].C(Cl)(=O)C(Cl)=O.[Cl-].[Al+3].[Cl-].[Cl-].[CH2:32]([O:36][C:37]1[CH:42]=[CH:41][CH:40]=[C:39]([O:43][CH2:44][CH:45]([CH3:47])[CH3:46])[CH:38]=1)[CH:33]([CH3:35])[CH3:34], predict the reaction product. (6) Given the reactants C([NH:8][C@@H:9]([C@@H:13]([O:15][CH3:16])[CH3:14])[C:10](O)=O)(OC(C)(C)C)=O.[CH3:17][CH:18]([C:20]1[CH:21]=[C:22]([NH2:27])[C:23]([NH2:26])=[CH:24][CH:25]=1)[CH3:19], predict the reaction product. The product is: [CH3:16][O:15][C@@H:13]([CH3:14])[C@@H:9]([C:10]1[NH:26][C:23]2[CH:24]=[CH:25][C:20]([CH:18]([CH3:19])[CH3:17])=[CH:21][C:22]=2[N:27]=1)[NH2:8]. (7) Given the reactants [F:1][C:2]1[CH:7]=[CH:6][C:5]([C:8]2[N:12](/[CH:13]=[CH:14]/[C:15](OC)=[O:16])[C:11]([CH:19]([CH3:21])[CH3:20])=[N:10][C:9]=2[C:22]2[CH:27]=[CH:26][N:25]=[C:24]([N:28]([C:32]3[CH:37]=[CH:36][CH:35]=[CH:34][CH:33]=3)C(=O)C)[N:23]=2)=[CH:4][CH:3]=1, predict the reaction product. The product is: [F:1][C:2]1[CH:3]=[CH:4][C:5]([C:8]2[N:12](/[CH:13]=[CH:14]/[CH2:15][OH:16])[C:11]([CH:19]([CH3:20])[CH3:21])=[N:10][C:9]=2[C:22]2[CH:27]=[CH:26][N:25]=[C:24]([NH:28][C:32]3[CH:33]=[CH:34][CH:35]=[CH:36][CH:37]=3)[N:23]=2)=[CH:6][CH:7]=1.